From a dataset of Ames mutagenicity test results for genotoxicity prediction. Regression/Classification. Given a drug SMILES string, predict its toxicity properties. Task type varies by dataset: regression for continuous values (e.g., LD50, hERG inhibition percentage) or binary classification for toxic/non-toxic outcomes (e.g., AMES mutagenicity, cardiotoxicity, hepatotoxicity). Dataset: ames. (1) The molecule is Oc1cccc(Cl)c1. The result is 0 (non-mutagenic). (2) The compound is COc1cc(O)c2c(O)c3c(O)cc(C)cc3cc2c1. The result is 1 (mutagenic). (3) The molecule is O=C1c2cc(O)cc(O)c2C(=O)c2c(O)cc(CO)cc21. The result is 1 (mutagenic). (4) The drug is O=C1c2ccccc2-c2c3c(cc4ccnc1c24)OCO3. The result is 1 (mutagenic). (5) The molecule is Cc1nccc2c1[nH]c1ccccc12. The result is 1 (mutagenic).